Dataset: NCI-60 drug combinations with 297,098 pairs across 59 cell lines. Task: Regression. Given two drug SMILES strings and cell line genomic features, predict the synergy score measuring deviation from expected non-interaction effect. Drug 1: CC12CCC3C(C1CCC2=O)CC(=C)C4=CC(=O)C=CC34C. Drug 2: CC(C)(C#N)C1=CC(=CC(=C1)CN2C=NC=N2)C(C)(C)C#N. Cell line: OVCAR-4. Synergy scores: CSS=11.7, Synergy_ZIP=-0.914, Synergy_Bliss=-3.14, Synergy_Loewe=-1.86, Synergy_HSA=-3.10.